Dataset: Catalyst prediction with 721,799 reactions and 888 catalyst types from USPTO. Task: Predict which catalyst facilitates the given reaction. (1) Reactant: Br[C:2]1[C:14]2[C:13]3[C:8](=[CH:9][C:10]([C:15]([OH:18])([CH3:17])[CH3:16])=[CH:11][CH:12]=3)[NH:7][C:6]=2[C:5]([C:19]([NH2:21])=[O:20])=[CH:4][CH:3]=1.[CH3:22][C:23]1([CH3:39])[C:27]([CH3:29])([CH3:28])[O:26][B:25]([B:25]2[O:26][C:27]([CH3:29])([CH3:28])[C:23]([CH3:39])([CH3:22])[O:24]2)[O:24]1.C([O-])(=O)C.[K+]. Product: [OH:18][C:15]([C:10]1[CH:9]=[C:8]2[C:13]([C:14]3[C:2]([B:25]4[O:26][C:27]([CH3:29])([CH3:28])[C:23]([CH3:39])([CH3:22])[O:24]4)=[CH:3][CH:4]=[C:5]([C:19]([NH2:21])=[O:20])[C:6]=3[NH:7]2)=[CH:12][CH:11]=1)([CH3:17])[CH3:16]. The catalyst class is: 368. (2) The catalyst class is: 2. Product: [F:38][C:37]([F:40])([F:39])[C:35]([OH:41])=[O:36].[CH3:1][CH:2]1[N:15]2[C:6]([CH2:7][O:8][C:9]3[C:14]2=[CH:13][C:12]([O:16][C:17]2([CH3:21])[CH2:20][NH:19][CH2:18]2)=[C:11]([C:22]([F:24])([F:25])[F:23])[CH:10]=3)=[N:5][NH:4][C:3]1=[O:34]. Reactant: [CH3:1][CH:2]1[N:15]2[C:6]([CH2:7][O:8][C:9]3[C:14]2=[CH:13][C:12]([O:16][C:17]2([CH3:21])[CH2:20][NH:19][CH2:18]2)=[C:11]([C:22]([F:25])([F:24])[F:23])[CH:10]=3)=[N:5][N:4](COCC[Si](C)(C)C)[C:3]1=[O:34].[C:35]([OH:41])([C:37]([F:40])([F:39])[F:38])=[O:36]. (3) Reactant: [C:1]([O:5][C:6](=[O:26])[NH:7][C:8]1[CH:13]=[CH:12][C:11]([NH:14][C:15]2C3C(=CC=CC=3)N=C(C)N=2)=[CH:10][CH:9]=1)([CH3:4])([CH3:3])[CH3:2].[CH3:27][C:28]1[NH:37][C:36](=O)[C:35]2[C:30](=[CH:31][CH:32]=[CH:33][CH:34]=2)[N:29]=1.[CH3:39]N([P+](ON1N=NC2C=CC=CC1=2)(N(C)C)N(C)C)C.F[P-](F)(F)(F)(F)F.C(N(C(C)C)C(C)C)C.C(OC(=O)NC1C=CC(N)=CC=1)(C)(C)C. Product: [C:1]([O:5][C:6](=[O:26])[N:7]([CH3:39])[C:8]1[CH:9]=[CH:10][C:11]([N:14]([CH3:15])[C:36]2[C:35]3[C:30](=[CH:31][CH:32]=[CH:33][CH:34]=3)[N:29]=[C:28]([CH3:27])[N:37]=2)=[CH:12][CH:13]=1)([CH3:2])([CH3:3])[CH3:4]. The catalyst class is: 31. (4) Reactant: Cl[CH2:2][CH2:3][CH2:4][CH2:5][CH2:6][CH2:7][C:8]#[C:9][CH2:10][CH2:11][CH2:12][CH3:13].[I-:14].[K+].[N:16]1[CH:21]=[CH:20][C:19]([CH3:22])=[CH:18][CH:17]=1. The catalyst class is: 131. Product: [I-:14].[CH2:2]([N+:16]1[CH:21]=[CH:20][C:19]([CH3:22])=[CH:18][CH:17]=1)[CH2:3][CH2:4][CH2:5][CH2:6][CH2:7][C:8]#[C:9][CH2:10][CH2:11][CH2:12][CH3:13]. (5) Reactant: [N:1]1([C@@H:6]([C:8]2[CH:13]=[CH:12][C:11]([C:14]3[CH:19]=[CH:18][C:17]([C:20]4[CH:25]=[CH:24][N:23]=[CH:22][CH:21]=4)=[CH:16][CH:15]=3)=[CH:10][CH:9]=2)[CH3:7])[CH2:5][CH2:4][CH2:3][CH2:2]1.[H][H]. Product: [N:1]1([C@@H:6]([C:8]2[CH:9]=[CH:10][C:11]([C:14]3[CH:19]=[CH:18][C:17]([CH:20]4[CH2:21][CH2:22][NH:23][CH2:24][CH2:25]4)=[CH:16][CH:15]=3)=[CH:12][CH:13]=2)[CH3:7])[CH2:5][CH2:4][CH2:3][CH2:2]1. The catalyst class is: 663. (6) Reactant: [O:1]1[CH2:3][CH:2]1[CH:4]([NH:12][C:13](=[O:19])[O:14][C:15]([CH3:18])([CH3:17])[CH3:16])[CH2:5][C:6]1[CH:11]=[CH:10][CH:9]=[CH:8][CH:7]=1.Cl.Cl.[NH:22]1[C:26]2[CH:27]=[CH:28][CH:29]=[CH:30][C:25]=2[N:24]=[C:23]1[CH2:31][NH2:32].CCN(C(C)C)C(C)C. Product: [NH:22]1[C:26]2[CH:27]=[CH:28][CH:29]=[CH:30][C:25]=2[N:24]=[C:23]1[CH2:31][NH:32][CH2:3][CH:2]([OH:1])[CH:4]([NH:12][C:13](=[O:19])[O:14][C:15]([CH3:18])([CH3:17])[CH3:16])[CH2:5][C:6]1[CH:11]=[CH:10][CH:9]=[CH:8][CH:7]=1. The catalyst class is: 41.